From a dataset of Full USPTO retrosynthesis dataset with 1.9M reactions from patents (1976-2016). Predict the reactants needed to synthesize the given product. Given the product [CH2:1]([NH:5][C:6]([CH:8]1[CH2:13][CH2:12][N:11]([C:14]2[C:19]3[CH2:20][NH:21][C:22](=[O:23])[C:18]=3[CH:17]=[C:16]([C:36]3[CH:35]=[CH:34][N:33]=[C:32]([NH:31][CH:25]4[CH2:30][CH2:29][CH2:28][CH2:27][CH2:26]4)[CH:37]=3)[N:15]=2)[CH2:10][CH2:9]1)=[O:7])[CH:2]([CH3:4])[CH3:3], predict the reactants needed to synthesize it. The reactants are: [CH2:1]([NH:5][C:6]([CH:8]1[CH2:13][CH2:12][N:11]([C:14]2[C:19]3[CH2:20][NH:21][C:22](=[O:23])[C:18]=3[CH:17]=[C:16](Cl)[N:15]=2)[CH2:10][CH2:9]1)=[O:7])[CH:2]([CH3:4])[CH3:3].[CH:25]1([NH:31][C:32]2[CH:37]=[C:36]([Sn](C)(C)C)[CH:35]=[CH:34][N:33]=2)[CH2:30][CH2:29][CH2:28][CH2:27][CH2:26]1.[F-].[Cs+].